From a dataset of Full USPTO retrosynthesis dataset with 1.9M reactions from patents (1976-2016). Predict the reactants needed to synthesize the given product. (1) Given the product [CH3:24][CH:23]([O:25][C:26]1[N:31]=[CH:30][C:29]([C:32]2[O:34][N:56]=[C:39]([C:40]3[CH:41]=[C:42]4[C:46](=[CH:47][CH:48]=3)[NH:45][C:44]([CH2:49][CH2:50][C:51]([O:53][CH2:54][CH3:55])=[O:52])=[CH:43]4)[N:38]=2)=[CH:28][C:27]=1[O:35][CH3:36])[CH3:22], predict the reactants needed to synthesize it. The reactants are: CCN=C=NCCCN(C)C.C1C=CC2N(O)N=NC=2C=1.[CH3:22][CH:23]([O:25][C:26]1[N:31]=[CH:30][C:29]([C:32]([OH:34])=O)=[CH:28][C:27]=1[O:35][CH3:36])[CH3:24].O[NH:38]/[C:39](=[N:56]\[H])/[C:40]1[CH:41]=[C:42]2[C:46](=[CH:47][CH:48]=1)[NH:45][C:44]([CH2:49][CH2:50][C:51]([O:53][CH2:54][CH3:55])=[O:52])=[CH:43]2.CCCC[N+](CCCC)(CCCC)CCCC.[F-]. (2) Given the product [CH3:1][O:2][CH2:3][CH2:4][CH2:5][CH2:6][C:7]1[CH:12]=[CH:11][N:10]=[CH:9][C:8]=1[OH:13], predict the reactants needed to synthesize it. The reactants are: [CH3:1][O:2][CH2:3][CH2:4][CH2:5][CH2:6][C:7]1[CH:12]=[CH:11][N:10]=[CH:9][C:8]=1[O:13]C(=O)C.C(OCC)C.CCCCC. (3) Given the product [CH3:1][O:2][C:3](=[O:39])[C:4]1[CH:9]=[CH:8][C:7]([C:10]2[C:14]([C:15](=[O:26])[C:16]3[CH:21]=[CH:20][C:19]([C:22]([CH3:25])([CH3:24])[CH3:23])=[CH:18][CH:17]=3)=[C:13]([C:27]3[CH:28]=[CH:29][C:30]([CH:33]4[CH2:38][CH2:37][CH2:36][CH2:35][CH2:34]4)=[CH:31][CH:32]=3)[O:12][N:11]=2)=[CH:6][CH:5]=1, predict the reactants needed to synthesize it. The reactants are: [CH3:1][O:2][C:3](=[O:39])[C:4]1[CH:9]=[CH:8][C:7]([C:10]2[CH:14]([C:15](=[O:26])[C:16]3[CH:21]=[CH:20][C:19]([C:22]([CH3:25])([CH3:24])[CH3:23])=[CH:18][CH:17]=3)[CH:13]([C:27]3[CH:32]=[CH:31][C:30]([CH:33]4[CH2:38][CH2:37][CH2:36][CH2:35][CH2:34]4)=[CH:29][CH:28]=3)[O:12][N:11]=2)=[CH:6][CH:5]=1.C1CCN2C(=NCCC2)CC1. (4) Given the product [F:24][C:25]1[CH:26]=[C:27]([NH:32][C:33]([NH:1][C:2]2[CH:7]=[CH:6][C:5]([C:8]3[CH:9]=[CH:10][C:11]([C:14]([F:15])([F:16])[F:17])=[CH:12][CH:13]=3)=[CH:4][C:3]=2[C:18]2[NH:22][C:21](=[O:23])[O:20][N:19]=2)=[O:34])[CH:28]=[C:29]([F:31])[CH:30]=1, predict the reactants needed to synthesize it. The reactants are: [NH2:1][C:2]1[CH:7]=[CH:6][C:5]([C:8]2[CH:13]=[CH:12][C:11]([C:14]([F:17])([F:16])[F:15])=[CH:10][CH:9]=2)=[CH:4][C:3]=1[C:18]1[NH:22][C:21](=[O:23])[O:20][N:19]=1.[F:24][C:25]1[CH:26]=[C:27]([N:32]=[C:33]=[O:34])[CH:28]=[C:29]([F:31])[CH:30]=1.C(#N)C. (5) Given the product [F:25][C:23]1[CH:24]=[C:19]([S:16]([NH:15][CH:5]([CH2:4][OH:3])[CH:6]([C:7]([F:10])([F:8])[F:9])[C:11]([F:13])([F:12])[F:14])(=[O:17])=[O:18])[CH:20]=[C:21]([F:26])[CH:22]=1, predict the reactants needed to synthesize it. The reactants are: C([O:3][C:4](=O)[CH:5]([NH:15][S:16]([C:19]1[CH:24]=[C:23]([F:25])[CH:22]=[C:21]([F:26])[CH:20]=1)(=[O:18])=[O:17])[CH:6]([C:11]([F:14])([F:13])[F:12])[C:7]([F:10])([F:9])[F:8])C.[Li+].[BH4-].O.CCOC(C)=O. (6) Given the product [CH3:1][N:2]1[C:6]([S:7][C:8]2[N:16]=[CH:15][N:14]=[C:10]3[N:11]=[CH:12][NH:13][C:9]=23)=[C:5]([N+:17]([O-:19])=[O:18])[N:4]=[CH:3]1, predict the reactants needed to synthesize it. The reactants are: [CH3:1][N:2]1[C:6]([S:7][C:8]2[N:16]=[CH:15][N:14]=[C:10]3[N:11]=[CH:12][N-:13][C:9]=23)=[C:5]([N+:17]([O-:19])=[O:18])[N:4]=[CH:3]1.[Na+].CC[C@@H]1NC(=O)[C@H]([C@H](O)[C@@H](C/C=C/C)C)N(C)C(=O)[C@H](C(C)C)N(C)C(=O)[C@H](CC(C)C)N(C)C(=O)[C@H](CC(C)C)N(C)C(=O)[C@@H](C)NC(=O)[C@H](C)NC(=O)[C@H](CC(C)C)N(C)C(=O)[C@H](C(C)C)NC(=O)[C@H](CC(C)C)N(C)C(=O)CN(C)C1=O.C1C(CCNS(C2C=CC(Cl)=CC=2)(=O)=O)=CC=C(CC(O)=O)C=1.C(CCC(NC(O)C(NCCCCNCCCN)=O)=O)CCCNC(N)=N.Cl.C[C@H]1[C@@]2(O)O[C@H](C[C@H](OC)C(C)=CC=CC=C[C@@H](C)C[C@@H](C)C([C@H](OC)[C@H](O)C(C)=C[C@@H](C)C(C[C@@H]([C@@H](C[C@H]3C[C@@H](OC)[C@H](O)CC3)C)OC([C@H]3N(C(C2=O)=O)CCCC3)=O)=O)=O)CC1.C[C@H]1CC(C)=C[C@@H](CC=C)C(=O)C[C@H](O)[C@@H](C)[C@@H](/C(/C)=C/[C@H]2C[C@@H](OC)[C@H](O)CC2)OC(=O)[C@H]2N(CCCC2)C(=O)C(=O)[C@]2(O)O[C@@H]([C@@H](OC)C[C@H]2C)[C@@H](OC)C1.